Dataset: Forward reaction prediction with 1.9M reactions from USPTO patents (1976-2016). Task: Predict the product of the given reaction. (1) Given the reactants [I:1][C:2]1[CH:3]=[C:4]2[C:8](=[CH:9][CH:10]=1)[NH:7][C:6](=[O:11])[C:5]2=O.[C:13]1([C:19]2[N:20]=[C:21]3[S:26][CH:25]=[C:24]([CH2:27][C:28]([NH:30][NH2:31])=[O:29])[N:22]3[N:23]=2)[CH:18]=[CH:17][CH:16]=[CH:15][CH:14]=1, predict the reaction product. The product is: [I:1][C:2]1[CH:3]=[C:4]2[C:8](=[CH:9][CH:10]=1)[NH:7][C:6](=[O:11])[C:5]2=[N:31][NH:30][C:28](=[O:29])[CH2:27][C:24]1[N:22]2[N:23]=[C:19]([C:13]3[CH:14]=[CH:15][CH:16]=[CH:17][CH:18]=3)[N:20]=[C:21]2[S:26][CH:25]=1. (2) Given the reactants Cl.[CH3:2][C:3]1([CH3:16])[O:8][CH:7]([C:9]2[CH:14]=[CH:13][C:12]([F:15])=[CH:11][CH:10]=2)[CH2:6][NH:5][CH2:4]1.Cl[C:18]1[N:23]([CH3:24])[C:22](=[O:25])[CH:21]=[C:20]([C:26]2[CH:31]=[CH:30][N:29]=[CH:28][CH:27]=2)[N:19]=1.C(N(CC)CC)C.O, predict the reaction product. The product is: [CH3:2][C:3]1([CH3:16])[O:8][CH:7]([C:9]2[CH:14]=[CH:13][C:12]([F:15])=[CH:11][CH:10]=2)[CH2:6][N:5]([C:18]2[N:23]([CH3:24])[C:22](=[O:25])[CH:21]=[C:20]([C:26]3[CH:27]=[CH:28][N:29]=[CH:30][CH:31]=3)[N:19]=2)[CH2:4]1.